This data is from Forward reaction prediction with 1.9M reactions from USPTO patents (1976-2016). The task is: Predict the product of the given reaction. Given the reactants CN(C(ON1N=NC2C=CC=NC1=2)=[N+](C)C)C.F[P-](F)(F)(F)(F)F.[C:25]([O:29][C:30]([N:32]1[CH2:37][CH2:36][C:35]([C:41]#[N:42])([C:38]([OH:40])=O)[CH2:34][CH2:33]1)=[O:31])([CH3:28])([CH3:27])[CH3:26].CCN(C(C)C)C(C)C.[F:52][C:53]([F:62])([F:61])[C:54]1[CH:59]=[CH:58][N:57]=[C:56]([NH2:60])[CH:55]=1, predict the reaction product. The product is: [C:41]([C:35]1([C:38](=[O:40])[NH:60][C:56]2[CH:55]=[C:54]([C:53]([F:61])([F:52])[F:62])[CH:59]=[CH:58][N:57]=2)[CH2:34][CH2:33][N:32]([C:30]([O:29][C:25]([CH3:26])([CH3:27])[CH3:28])=[O:31])[CH2:37][CH2:36]1)#[N:42].